This data is from Full USPTO retrosynthesis dataset with 1.9M reactions from patents (1976-2016). The task is: Predict the reactants needed to synthesize the given product. (1) Given the product [N:13]1([C:2]2[CH:12]=[CH:11][C:5]([C:6]([O:8][CH2:9][CH3:10])=[O:7])=[CH:4][CH:3]=2)[CH:17]=[CH:16][CH:15]=[N:14]1, predict the reactants needed to synthesize it. The reactants are: F[C:2]1[CH:12]=[CH:11][C:5]([C:6]([O:8][CH2:9][CH3:10])=[O:7])=[CH:4][CH:3]=1.[NH:13]1[CH:17]=[CH:16][CH:15]=[N:14]1.C(=O)([O-])[O-].[K+].[K+]. (2) Given the product [NH2:6][C:5]1[CH:7]=[CH:8][C:2]([C:17]2[C:18]3[C:13](=[CH:12][CH:11]=[CH:10][CH:9]=3)[CH:14]=[CH:15][CH:16]=2)=[CH:3][CH:4]=1, predict the reactants needed to synthesize it. The reactants are: Br[C:2]1[CH:8]=[CH:7][C:5]([NH2:6])=[CH:4][CH:3]=1.[C:9]1(B(O)O)[C:18]2[C:13](=[CH:14][CH:15]=[CH:16][CH:17]=2)[CH:12]=[CH:11][CH:10]=1.C(O)C. (3) Given the product [CH2:12]([CH:4]([CH2:1][CH:2]=[CH2:3])[CH:5]([OH:11])[CH2:6][C:7]([OH:9])=[O:8])[CH2:13][CH3:14], predict the reactants needed to synthesize it. The reactants are: [CH2:1]([CH:4]([CH2:12][CH:13]=[CH2:14])[CH:5]([OH:11])[CH2:6][C:7]([O:9]C)=[O:8])[CH2:2][CH3:3]. (4) Given the product [CH2:28]([C@H:26]1[CH2:27][NH:23][C@H:24]([C:35]([NH:11][C:10]2[CH:12]=[CH:13][C:7]([O:6][C:5]3[CH:14]=[CH:15][C:2]([Cl:1])=[CH:3][CH:4]=3)=[CH:8][CH:9]=2)=[O:36])[CH2:25]1)[C:29]1[CH:34]=[CH:33][CH:32]=[CH:31][CH:30]=1, predict the reactants needed to synthesize it. The reactants are: [Cl:1][C:2]1[CH:15]=[CH:14][C:5]([O:6][C:7]2[CH:13]=[CH:12][C:10]([NH2:11])=[CH:9][CH:8]=2)=[CH:4][CH:3]=1.C(OC([N:23]1[CH2:27][C@H:26]([CH2:28][C:29]2[CH:34]=[CH:33][CH:32]=[CH:31][CH:30]=2)[CH2:25][C@H:24]1[C:35](O)=[O:36])=O)(C)(C)C.